Predict the reaction yield, written as a fraction of the theoretical maximum amount of product (1.0 means a 100% yield; for example, 0.34 means a 34% yield). From a dataset of Reaction yield outcomes from USPTO patents with 853,638 reactions. (1) The reactants are [Cl:1][C:2]1[CH:3]=[C:4]([CH:7]=[CH:8][C:9]=1[CH3:10])[C:5]#[N:6].C1C(=O)N([Br:18])C(=O)C1. The catalyst is C(Cl)(Cl)(Cl)Cl.N(C(C)(C)C#N)=NC(C)(C)C#N. The product is [Br:18][CH2:10][C:9]1[CH:8]=[CH:7][C:4]([C:5]#[N:6])=[CH:3][C:2]=1[Cl:1]. The yield is 0.680. (2) The reactants are [CH:1]1([Mg]Br)[CH2:3][CH2:2]1.[Mg].C1(Br)CC1.[NH2:11][C:12]1[CH:17]=[CH:16][C:15]([C:18]2[CH:23]=[CH:22][CH:21]=[C:20]([Cl:24])[CH:19]=2)=[CH:14][C:13]=1[C:25]#[N:26].[C:27](=O)(OC)[O:28]C.[Cl-].[NH4+]. The catalyst is C1COCC1.C(OCC)(=O)C. The product is [Cl:24][C:20]1[CH:19]=[C:18]([C:15]2[CH:14]=[C:13]3[C:12](=[CH:17][CH:16]=2)[NH:11][C:27](=[O:28])[N:26]=[C:25]3[CH:1]2[CH2:3][CH2:2]2)[CH:23]=[CH:22][CH:21]=1. The yield is 0.180.